This data is from Forward reaction prediction with 1.9M reactions from USPTO patents (1976-2016). The task is: Predict the product of the given reaction. (1) Given the reactants P(Cl)(Cl)(Cl)=O.[CH3:6][O:7][CH2:8][CH2:9][CH2:10][C:11]1[N:15]([C:16]2[C:17]([CH3:25])=[C:18]([CH:22]=[CH:23][CH:24]=2)[C:19]([NH2:21])=O)[C:14]([C:26]2[CH:27]=[N:28][C:29]([C:32]3[CH:37]=[CH:36][CH:35]=[CH:34][CH:33]=3)=[CH:30][CH:31]=2)=[N:13][N:12]=1, predict the reaction product. The product is: [CH3:6][O:7][CH2:8][CH2:9][CH2:10][C:11]1[N:15]([C:16]2[C:17]([CH3:25])=[C:18]([CH:22]=[CH:23][CH:24]=2)[C:19]#[N:21])[C:14]([C:26]2[CH:27]=[N:28][C:29]([C:32]3[CH:37]=[CH:36][CH:35]=[CH:34][CH:33]=3)=[CH:30][CH:31]=2)=[N:13][N:12]=1. (2) Given the reactants I[C:2]1[CH:3]=[CH:4][C:5]2[N:6]([CH:8]=[CH:9][N:10]=2)[CH:7]=1.CN(C)C=O.C(=O)([O-])O.[Na+].[CH3:21][N:22]1[CH:26]=[C:25](B(O)O)[CH:24]=[N:23]1, predict the reaction product. The product is: [CH3:21][N:22]1[CH:26]=[C:25]([C:2]2[CH:3]=[CH:4][C:5]3[N:6]([CH:8]=[CH:9][N:10]=3)[CH:7]=2)[CH:24]=[N:23]1.